Dataset: Peptide-MHC class II binding affinity with 134,281 pairs from IEDB. Task: Regression. Given a peptide amino acid sequence and an MHC pseudo amino acid sequence, predict their binding affinity value. This is MHC class II binding data. The peptide sequence is LEAAVKQAYAATVAT. The MHC is DRB3_0202 with pseudo-sequence DRB3_0202. The binding affinity (normalized) is 0.200.